This data is from Full USPTO retrosynthesis dataset with 1.9M reactions from patents (1976-2016). The task is: Predict the reactants needed to synthesize the given product. Given the product [F:28][C:25]1[CH:26]=[CH:27][C:21]2[CH:20]=[C:19]([C:12]3([OH:18])[CH:11]([CH2:10][NH:8][CH3:1])[CH:16]4[CH2:17][CH:13]3[CH2:14][CH2:15]4)[S:23][C:22]=2[CH:24]=1, predict the reactants needed to synthesize it. The reactants are: [CH2:1]([N:8]([CH2:10][CH:11]1[CH:16]2[CH2:17][CH:13]([CH2:14][CH2:15]2)[C:12]1([C:19]1[S:23][C:22]2[CH:24]=[C:25]([F:28])[CH:26]=[CH:27][C:21]=2[CH:20]=1)[OH:18])C)C1C=CC=CC=1.C1COCC1.